Dataset: Forward reaction prediction with 1.9M reactions from USPTO patents (1976-2016). Task: Predict the product of the given reaction. (1) Given the reactants [NH2:1][C:2]1[CH:7]=[CH:6][C:5]([S:8]([NH:11][C:12]2[CH:13]=[CH:14][C:15]3[CH2:19][O:18][B:17]([OH:20])[C:16]=3[CH:21]=2)(=[O:10])=[O:9])=[C:4]([CH2:22][NH2:23])[CH:3]=1.C(Cl)Cl.[C:27](OC(=O)C)(=[O:29])[CH3:28], predict the reaction product. The product is: [NH2:1][C:2]1[CH:7]=[CH:6][C:5]([S:8](=[O:9])(=[O:10])[NH:11][C:12]2[CH:13]=[CH:14][C:15]3[CH2:19][O:18][B:17]([OH:20])[C:16]=3[CH:21]=2)=[C:4]([CH:3]=1)[CH2:22][NH:23][C:27](=[O:29])[CH3:28]. (2) Given the reactants C([Li])(CC)C.[C:6]([C:10]1[CH:15]=[CH:14][CH:13]=[C:12]([CH:16]([O:19][CH3:20])[O:17][CH3:18])[C:11]=1[O:21][CH2:22][O:23][CH3:24])([CH3:9])([CH3:8])[CH3:7].CN(C)CCN(C)C.CN(C)[CH:35]=[O:36].Cl.[BH4-].[Na+], predict the reaction product. The product is: [C:6]([C:10]1[CH:15]=[CH:14][C:13]([CH2:35][OH:36])=[C:12]([CH:16]([O:19][CH3:20])[O:17][CH3:18])[C:11]=1[O:21][CH2:22][O:23][CH3:24])([CH3:9])([CH3:7])[CH3:8]. (3) Given the reactants [Br:1][C:2]1[CH:3]=[C:4]([CH:12]2[C:21]3[C:20](=[O:22])[CH2:19][CH:18]([CH2:23][CH2:24][CH3:25])[CH2:17][C:16]=3[NH:15][C:14]([CH3:26])=[C:13]2[C:27]#[N:28])[CH:5]=[C:6]([N+:9]([O-:11])=[O:10])[C:7]=1[OH:8].C(N(CC)C(C)C)(C)C.[CH3:38][O:39][C:40]1[CH:48]=[CH:47][CH:46]=[CH:45][C:41]=1[C:42](Cl)=[O:43], predict the reaction product. The product is: [Br:1][C:2]1[CH:3]=[C:4]([CH:12]2[C:21]3[C:20](=[O:22])[CH2:19][CH:18]([CH2:23][CH2:24][CH3:25])[CH2:17][C:16]=3[NH:15][C:14]([CH3:26])=[C:13]2[C:27]#[N:28])[CH:5]=[C:6]([N+:9]([O-:11])=[O:10])[C:7]=1[O:8][C:42](=[O:43])[C:41]1[CH:45]=[CH:46][CH:47]=[CH:48][C:40]=1[O:39][CH3:38]. (4) The product is: [CH3:1][O:2][C:3]1[CH:8]=[CH:7][C:6]([NH:9][C:10]([C:12]2[CH:17]=[CH:16][C:15]([C:18]3[CH:23]=[CH:22][CH:21]=[CH:20][CH:19]=3)=[CH:14][CH:13]=2)=[O:11])=[CH:5][C:4]=1[NH:24][C:25](=[O:35])[CH2:26][N:27]1[CH2:33][CH2:32][S:67][CH2:29][CH2:28]1. Given the reactants [CH3:1][O:2][C:3]1[CH:8]=[CH:7][C:6]([NH:9][C:10]([C:12]2[CH:17]=[CH:16][C:15]([C:18]3[CH:23]=[CH:22][CH:21]=[CH:20][CH:19]=3)=[CH:14][CH:13]=2)=[O:11])=[CH:5][C:4]=1[NH:24][C:25](=[O:35])[CH2:26][N:27]1[CH2:33][CH:32]2O[CH:29](CC2)[CH2:28]1.ClCC(NC1C=C(NC(C2C=CC(C3C=CC=CC=3)=CC=2)=O)C=CC=1OC)=O.N1CC[S:67]CC1.C(N(CC)CC)C, predict the reaction product. (5) The product is: [F:49][C:46]1[CH:47]=[CH:48][C:43]2[N:44]([CH:50]=[C:41]([C:39]([NH:38][C@H:35]3[CH2:36][CH2:37][C@@H:32]([N:22]4[C:23](=[O:31])[C:24]5[CH:29]=[C:28]([F:30])[CH:27]=[N:26][C:25]=5[N:20]([C:16]5[CH:15]=[C:14]([C:11]6[CH:12]=[CH:13][C:8]([CH2:7][CH2:6][NH:55][CH:52]([CH3:54])[CH3:53])=[CH:9][CH:10]=6)[CH:19]=[CH:18][CH:17]=5)[C:21]4=[O:51])[CH2:33][CH2:34]3)=[O:40])[N:42]=2)[CH:45]=1. Given the reactants CS(O[CH2:6][CH2:7][C:8]1[CH:13]=[CH:12][C:11]([C:14]2[CH:19]=[CH:18][CH:17]=[C:16]([N:20]3[C:25]4[N:26]=[CH:27][C:28]([F:30])=[CH:29][C:24]=4[C:23](=[O:31])[N:22]([C@H:32]4[CH2:37][CH2:36][C@@H:35]([NH:38][C:39]([C:41]5[N:42]=[C:43]6[CH:48]=[CH:47][C:46]([F:49])=[CH:45][N:44]6[CH:50]=5)=[O:40])[CH2:34][CH2:33]4)[C:21]3=[O:51])[CH:15]=2)=[CH:10][CH:9]=1)(=O)=O.[CH:52]([NH2:55])([CH3:54])[CH3:53].C(=O)([O-])[O-].[K+].[K+].O, predict the reaction product. (6) Given the reactants [CH3:1][N:2]([CH3:11])[C:3]([N:5]1[CH2:10][CH2:9][NH:8][CH2:7][CH2:6]1)=[O:4].[OH:12][C:13]1[CH:18]=[CH:17][C:16]([C:19]2[CH:20]=[C:21]([C:42](O)=[O:43])[C:22]3[C:27](/[CH:28]=[CH:29]/[C:30]4[CH:35]=[CH:34][CH:33]=[CH:32][CH:31]=4)=[N:26][N:25]([CH:36]4[CH2:41][CH2:40][CH2:39][CH2:38][O:37]4)[C:23]=3[N:24]=2)=[CH:15][CH:14]=1.CN1CCOCC1.ON1C2C=CC=CC=2N=N1.C(Cl)CCl, predict the reaction product. The product is: [CH3:1][N:2]([CH3:11])[C:3]([N:5]1[CH2:6][CH2:7][N:8]([C:42]([C:21]2[C:22]3[C:27](/[CH:28]=[CH:29]/[C:30]4[CH:35]=[CH:34][CH:33]=[CH:32][CH:31]=4)=[N:26][N:25]([CH:36]4[CH2:41][CH2:40][CH2:39][CH2:38][O:37]4)[C:23]=3[N:24]=[C:19]([C:16]3[CH:17]=[CH:18][C:13]([OH:12])=[CH:14][CH:15]=3)[CH:20]=2)=[O:43])[CH2:9][CH2:10]1)=[O:4]. (7) Given the reactants [NH:1]1[CH2:6][CH2:5][CH:4]([C:7]2[C:15]3[C:10](=[CH:11][CH:12]=[CH:13][CH:14]=3)[N:9]([CH2:16][C:17]3[CH:21]=[CH:20][S:19][CH:18]=3)[CH:8]=2)[CH2:3][CH2:2]1.C[O:23][C:24](=[O:33])[C:25]1[CH:30]=[CH:29][CH:28]=[C:27]([CH2:31]Br)[CH:26]=1, predict the reaction product. The product is: [S:19]1[CH:20]=[CH:21][C:17]([CH2:16][N:9]2[C:10]3[C:15](=[CH:14][CH:13]=[CH:12][CH:11]=3)[C:7]([CH:4]3[CH2:5][CH2:6][N:1]([CH2:31][C:27]4[CH:26]=[C:25]([CH:30]=[CH:29][CH:28]=4)[C:24]([OH:33])=[O:23])[CH2:2][CH2:3]3)=[CH:8]2)=[CH:18]1. (8) Given the reactants [C:1]([NH:8][O:9][CH2:10][CH2:11][OH:12])([O:3][C:4]([CH3:7])([CH3:6])[CH3:5])=[O:2].[Br:13][C:14]([CH3:19])([CH3:18])[C:15](O)=[O:16].C(N(CC)CC)C, predict the reaction product. The product is: [Br:13][C:14]([CH3:19])([CH3:18])[C:15]([O:12][CH2:11][CH2:10][O:9][NH:8][C:1]([O:3][C:4]([CH3:6])([CH3:7])[CH3:5])=[O:2])=[O:16]. (9) Given the reactants [F:1][C:2]1[CH:3]=[CH:4][C:5]([C:8]([C:10]2[C:11]3[CH:23]=[CH:22][CH:21]=[CH:20][C:12]=3[S:13][C:14]=2[CH2:15][CH2:16][N:17]([CH3:19])[CH3:18])=[CH2:9])=[N:6][CH:7]=1, predict the reaction product. The product is: [F:1][C:2]1[CH:3]=[CH:4][C:5]([CH:8]([C:10]2[C:11]3[CH:23]=[CH:22][CH:21]=[CH:20][C:12]=3[S:13][C:14]=2[CH2:15][CH2:16][N:17]([CH3:18])[CH3:19])[CH3:9])=[N:6][CH:7]=1. (10) Given the reactants [CH3:1][O:2][C:3]1[CH:8]=[CH:7][C:6]([C:9]2([C:25]3[CH:30]=[CH:29][C:28]([O:31][CH3:32])=[CH:27][CH:26]=3)[CH2:14][CH2:13][CH2:12][N:11]([CH2:15][C:16]3[CH:17]=[C:18]([CH:22]=[CH:23][CH:24]=3)C([O-])=O)[CH2:10]2)=[CH:5][CH:4]=1.[Li+].[NH:34]1[CH2:38][CH2:37][CH2:36][CH2:35]1.CCN(C(C)C)C(C)C.CN([C:51]([O:55]N1N=NC2C=CC=NC1=2)=[N+](C)C)C.F[P-](F)(F)(F)(F)F, predict the reaction product. The product is: [CH3:1][O:2][C:3]1[CH:4]=[CH:5][C:6]([C:9]2([C:25]3[CH:26]=[CH:27][C:28]([O:31][CH3:32])=[CH:29][CH:30]=3)[CH2:14][CH2:13][CH2:12][N:11]([CH2:15][C:16]3[CH:24]=[C:23]([CH:35]4[CH2:36][CH2:37][CH2:38][N:34]4[CH:51]=[O:55])[CH:22]=[CH:18][CH:17]=3)[CH2:10]2)=[CH:7][CH:8]=1.